Dataset: Forward reaction prediction with 1.9M reactions from USPTO patents (1976-2016). Task: Predict the product of the given reaction. (1) Given the reactants ClCC1C=CC(C(Cl)=O)=CC=1.[CH3:12][O:13][C:14]1[CH:15]=[C:16]2[C:21](=[CH:22][C:23]=1[O:24][CH3:25])[N:20]=[CH:19][CH:18]=[C:17]2[O:26][C:27]1[CH:33]=[CH:32][C:30]([NH2:31])=[CH:29][CH:28]=1.[Cl:34][CH2:35][C:36]1[CH:41]=[CH:40][C:39]([C:42]([N:44]=[C:45]=[S:46])=[O:43])=[CH:38][CH:37]=1, predict the reaction product. The product is: [Cl:34][CH2:35][C:36]1[CH:37]=[CH:38][C:39]([C:42]([N:44]=[C:45]=[S:46])=[O:43])=[CH:40][CH:41]=1.[Cl:34][CH2:35][C:36]1[CH:37]=[CH:38][C:39]([C:42]([NH:44][C:45]([NH:31][C:30]2[CH:32]=[CH:33][C:27]([O:26][C:17]3[C:16]4[C:21](=[CH:22][C:23]([O:24][CH3:25])=[C:14]([O:13][CH3:12])[CH:15]=4)[N:20]=[CH:19][CH:18]=3)=[CH:28][CH:29]=2)=[S:46])=[O:43])=[CH:40][CH:41]=1. (2) The product is: [F:28][C:26]1[CH:25]=[CH:24][C:23]([C:29]([F:32])([F:30])[F:31])=[C:22]([C:21]([N:18]2[CH2:19][CH2:20][NH:15][CH2:16][CH2:17]2)=[O:33])[CH:27]=1. Given the reactants FC(F)(F)C(O)=O.C(OC([N:15]1[CH2:20][CH2:19][N:18]([C:21](=[O:33])[C:22]2[CH:27]=[C:26]([F:28])[CH:25]=[CH:24][C:23]=2[C:29]([F:32])([F:31])[F:30])[CH2:17][CH2:16]1)=O)(C)(C)C, predict the reaction product. (3) Given the reactants [CH:1]([Mg]Br)=[CH2:2].O1CCCC1.CON(C)[C:13](=[O:21])[C:14]1[CH:19]=[CH:18][CH:17]=[C:16]([CH3:20])[N:15]=1.[Cl-].[Na+].C(=O)([O-])O.[Na+], predict the reaction product. The product is: [CH3:20][C:16]1[N:15]=[C:14]([C:13](=[O:21])[CH:1]=[CH2:2])[CH:19]=[CH:18][CH:17]=1.